Predict the reaction yield, written as a fraction of the theoretical maximum amount of product (1.0 means a 100% yield; for example, 0.34 means a 34% yield). From a dataset of Reaction yield outcomes from USPTO patents with 853,638 reactions. (1) The reactants are [F:1][CH2:2][CH:3]([OH:40])[CH2:4][O:5][C@H:6]1[CH2:11][CH2:10][C@H:9]([N:12]2[C:17](=[O:18])[C:16]([CH2:19][C:20]3[CH:25]=[CH:24][C:23]([C:26]4[C:27]([C:32]#[N:33])=[CH:28][CH:29]=[CH:30][CH:31]=4)=[CH:22][CH:21]=3)=[C:15]([CH2:34][CH2:35][CH3:36])[N:14]3[N:37]=[CH:38][N:39]=[C:13]23)[CH2:8][CH2:7]1.[CH3:41]C(OI1(OC(C)=O)(OC(C)=O)OC(=O)C2C=CC=CC1=2)=O.C(=O)([O-])O.[Na+].S([O-])([O-])(=O)=S.[Na+].[Na+]. The catalyst is C(#N)C. The product is [F:1][CH2:2][C:3]([OH:40])([CH3:41])[CH2:4][O:5][C@H:6]1[CH2:11][CH2:10][C@H:9]([N:12]2[C:17](=[O:18])[C:16]([CH2:19][C:20]3[CH:25]=[CH:24][C:23]([C:26]4[C:27]([C:32]#[N:33])=[CH:28][CH:29]=[CH:30][CH:31]=4)=[CH:22][CH:21]=3)=[C:15]([CH2:34][CH2:35][CH3:36])[N:14]3[N:37]=[CH:38][N:39]=[C:13]23)[CH2:8][CH2:7]1. The yield is 0.620. (2) The reactants are [F:1][CH:2]([F:34])[C:3]1[N:7]([C:8]2[N:13]=[C:12]([N:14]([CH3:21])[CH:15]3[CH2:20][CH2:19][NH:18][CH2:17][CH2:16]3)[CH:11]=[C:10]([N:22]3[CH2:27][CH2:26][O:25][CH2:24][CH2:23]3)[N:9]=2)[C:6]2[CH:28]=[CH:29][CH:30]=[C:31]([O:32][CH3:33])[C:5]=2[N:4]=1.CCN(CC)CC.[CH3:42][S:43](Cl)(=[O:45])=[O:44]. The catalyst is C1COCC1.O. The product is [F:34][CH:2]([F:1])[C:3]1[N:7]([C:8]2[N:13]=[C:12]([N:14]([CH3:21])[CH:15]3[CH2:20][CH2:19][N:18]([S:43]([CH3:42])(=[O:45])=[O:44])[CH2:17][CH2:16]3)[CH:11]=[C:10]([N:22]3[CH2:27][CH2:26][O:25][CH2:24][CH2:23]3)[N:9]=2)[C:6]2[CH:28]=[CH:29][CH:30]=[C:31]([O:32][CH3:33])[C:5]=2[N:4]=1. The yield is 0.890.